The task is: Regression. Given two drug SMILES strings and cell line genomic features, predict the synergy score measuring deviation from expected non-interaction effect.. This data is from NCI-60 drug combinations with 297,098 pairs across 59 cell lines. Drug 1: CC1=CC2C(CCC3(C2CCC3(C(=O)C)OC(=O)C)C)C4(C1=CC(=O)CC4)C. Drug 2: CC1C(C(CC(O1)OC2CC(CC3=C2C(=C4C(=C3O)C(=O)C5=CC=CC=C5C4=O)O)(C(=O)C)O)N)O. Cell line: UACC-257. Synergy scores: CSS=52.5, Synergy_ZIP=2.83, Synergy_Bliss=5.96, Synergy_Loewe=-45.8, Synergy_HSA=5.51.